Dataset: Reaction yield outcomes from USPTO patents with 853,638 reactions. Task: Predict the reaction yield, written as a fraction of the theoretical maximum amount of product (1.0 means a 100% yield; for example, 0.34 means a 34% yield). (1) The reactants are [C:1]([C:3]1[C:11]2[C:6](=[CH:7][CH:8]=[CH:9][CH:10]=2)[N:5]([C:12]2[CH:17]=[CH:16][CH:15]=[C:14]([F:18])[CH:13]=2)[C:4]=1[C:19]([OH:21])=O)#[N:2].F[P-](F)(F)(F)(F)F.[N:29]1([O:38][C:39](N(C)C)=[N+](C)C)[C:33]2C=CC=CC=2N=N1.C(N(CC)C(C)C)(C)C.Cl.CNOC. The catalyst is CN(C)C=O. The product is [C:1]([C:3]1[C:11]2[C:6](=[CH:7][CH:8]=[CH:9][CH:10]=2)[N:5]([C:12]2[CH:17]=[CH:16][CH:15]=[C:14]([F:18])[CH:13]=2)[C:4]=1[C:19]([N:29]([O:38][CH3:39])[CH3:33])=[O:21])#[N:2]. The yield is 0.650. (2) The reactants are [OH:1][CH2:2][CH2:3][CH2:4][NH:5][C:6](=[O:15])[O:7][CH2:8][C:9]1[CH:14]=[CH:13][CH:12]=[CH:11][CH:10]=1.N1C=CN=C1.[CH3:21][C:22]([Si:25](Cl)([CH3:27])[CH3:26])([CH3:24])[CH3:23]. The catalyst is CN(C=O)C. The product is [Si:25]([O:1][CH2:2][CH2:3][CH2:4][NH:5][C:6](=[O:15])[O:7][CH2:8][C:9]1[CH:14]=[CH:13][CH:12]=[CH:11][CH:10]=1)([C:22]([CH3:24])([CH3:23])[CH3:21])([CH3:27])[CH3:26]. The yield is 0.980.